This data is from Peptide-MHC class II binding affinity with 134,281 pairs from IEDB. The task is: Regression. Given a peptide amino acid sequence and an MHC pseudo amino acid sequence, predict their binding affinity value. This is MHC class II binding data. (1) The peptide sequence is GAIWRIDPKKPLKGP. The MHC is HLA-DQA10301-DQB10302 with pseudo-sequence HLA-DQA10301-DQB10302. The binding affinity (normalized) is 0. (2) The peptide sequence is YQPAAMRRLSLILLA. The MHC is DRB1_0101 with pseudo-sequence DRB1_0101. The binding affinity (normalized) is 0.410. (3) The peptide sequence is MRSMPFLRKTRWTFL. The MHC is DRB4_0103 with pseudo-sequence DRB4_0103. The binding affinity (normalized) is 0.898. (4) The peptide sequence is LSPISNMVSMANNHM. The MHC is DRB1_1602 with pseudo-sequence DRB1_1602. The binding affinity (normalized) is 0.434. (5) The peptide sequence is IVQKRGIVKENIIDLT. The MHC is DRB1_1301 with pseudo-sequence DRB1_1301. The binding affinity (normalized) is 0. (6) The peptide sequence is SIINHKFCNLSDAHK. The MHC is DRB1_0701 with pseudo-sequence DRB1_0701. The binding affinity (normalized) is 0.606.